This data is from Peptide-MHC class II binding affinity with 134,281 pairs from IEDB. The task is: Regression. Given a peptide amino acid sequence and an MHC pseudo amino acid sequence, predict their binding affinity value. This is MHC class II binding data. (1) The peptide sequence is HSLGKWLGYPDKF. The MHC is H-2-IAs with pseudo-sequence H-2-IAs. The binding affinity (normalized) is 0.454. (2) The peptide sequence is KKTHISYIMLIFFVLMV. The MHC is DRB1_0701 with pseudo-sequence DRB1_0701. The binding affinity (normalized) is 0. (3) The peptide sequence is LNDTRALLSGLDFAK. The MHC is DRB1_0101 with pseudo-sequence DRB1_0101. The binding affinity (normalized) is 0.596. (4) The peptide sequence is QVAKAGLKTNDRKWC. The MHC is HLA-DQA10303-DQB10402 with pseudo-sequence HLA-DQA10303-DQB10402. The binding affinity (normalized) is 0.253. (5) The peptide sequence is EKEYFAATQFEPLAA. The MHC is HLA-DPA10201-DPB10101 with pseudo-sequence HLA-DPA10201-DPB10101. The binding affinity (normalized) is 0.782. (6) The peptide sequence is SPGAQGLQGPRGLPGT. The binding affinity (normalized) is 0. The MHC is HLA-DQA10302-DQB10401 with pseudo-sequence HLA-DQA10303-DQB10402.